Task: Predict the reactants needed to synthesize the given product.. Dataset: Full USPTO retrosynthesis dataset with 1.9M reactions from patents (1976-2016) (1) Given the product [NH2:17][C:11]1[CH:12]=[CH:13][C:14]([CH3:16])=[CH:15][C:10]=1[C:9]([NH:8][C:7]1[C:2]([Cl:1])=[N:3][CH:4]=[CH:5][CH:6]=1)=[O:20], predict the reactants needed to synthesize it. The reactants are: [Cl:1][C:2]1[C:7]([NH:8][C:9](=[O:20])[C:10]2[CH:15]=[C:14]([CH3:16])[CH:13]=[CH:12][C:11]=2[N+:17]([O-])=O)=[CH:6][CH:5]=[CH:4][N:3]=1.[Cl-].[NH4+]. (2) Given the product [Cl:1][C:2]1[CH:3]=[CH:4][C:5]([CH2:6][C:7]2[N:17]([CH2:27][CH2:28][C:29]3[CH:34]=[CH:33][C:32]([CH3:35])=[CH:31][CH:30]=3)[C:10]3[N:11]=[C:12]([C:15]#[N:16])[N:13]=[CH:14][C:9]=3[CH:8]=2)=[CH:18][CH:19]=1, predict the reactants needed to synthesize it. The reactants are: [Cl:1][C:2]1[CH:19]=[CH:18][C:5]([CH2:6][C:7]2[NH:17][C:10]3[N:11]=[C:12]([C:15]#[N:16])[N:13]=[CH:14][C:9]=3[CH:8]=2)=[CH:4][CH:3]=1.C([O-])([O-])=O.[K+].[K+].Br[CH2:27][CH2:28][C:29]1[CH:34]=[CH:33][C:32]([CH3:35])=[CH:31][CH:30]=1.O. (3) Given the product [CH3:30][O:31][C:32]1[CH:37]=[CH:36][C:35]([C:2]2[C:3]([OH:29])=[C:4]([N:16]3[N:20]=[C:19]4[CH:21]=[CH:22][C:23]([C:25]([F:26])([F:28])[F:27])=[CH:24][C:18]4=[N:17]3)[CH:5]=[C:6]([C:8]([CH3:15])([CH3:14])[CH2:9][C:10]([CH3:11])([CH3:12])[CH3:13])[CH:7]=2)=[CH:34][CH:33]=1, predict the reactants needed to synthesize it. The reactants are: Cl[C:2]1[CH:7]=[C:6]([C:8]([CH3:15])([CH3:14])[CH2:9][C:10]([CH3:13])([CH3:12])[CH3:11])[CH:5]=[C:4]([N:16]2[N:20]=[C:19]3[CH:21]=[CH:22][C:23]([C:25]([F:28])([F:27])[F:26])=[CH:24][C:18]3=[N:17]2)[C:3]=1[OH:29].[CH3:30][O:31][C:32]1[CH:37]=[CH:36][C:35](B(O)O)=[CH:34][CH:33]=1.[F-].[K+].C1(P(C2CCCCC2)C2C=CC=CC=2C2C=CC=CC=2)CCCCC1.